This data is from Full USPTO retrosynthesis dataset with 1.9M reactions from patents (1976-2016). The task is: Predict the reactants needed to synthesize the given product. Given the product [CH:1]([CH:3]1[CH2:7][CH2:6][N:5]([CH2:8][C:24]2[CH:33]=[CH:32][C:27]([C:28]([O:30][CH3:31])=[O:29])=[CH:26][CH:25]=2)[CH2:4]1)=[O:2], predict the reactants needed to synthesize it. The reactants are: [CH:1]([CH:3]1[CH2:7][CH2:6][N:5]([C:8](OC(C)(C)C)=O)[CH2:4]1)=[O:2].FC(F)(F)C(O)=O.BrC[C:24]1[CH:33]=[CH:32][C:27]([C:28]([O:30][CH3:31])=[O:29])=[CH:26][CH:25]=1.C(=O)([O-])[O-].[K+].[K+].